Dataset: Full USPTO retrosynthesis dataset with 1.9M reactions from patents (1976-2016). Task: Predict the reactants needed to synthesize the given product. (1) Given the product [OH:9][C:4]1[CH:5]=[CH:6][C:7]([CH3:8])=[C:2]([NH:1][C:16]([C:15]2[N:11]([CH3:10])[N:12]=[C:13]([CH3:19])[CH:14]=2)=[O:17])[CH:3]=1, predict the reactants needed to synthesize it. The reactants are: [NH2:1][C:2]1[CH:3]=[C:4]([OH:9])[CH:5]=[CH:6][C:7]=1[CH3:8].[CH3:10][N:11]1[C:15]([C:16](Cl)=[O:17])=[CH:14][C:13]([CH3:19])=[N:12]1.C(OCC)(=O)C.O1CCCC1.C(=O)([O-])O.[Na+]. (2) Given the product [Cl:2][C:3]1[CH:4]=[C:5]([C:10]23[CH2:15][CH:14]2[CH2:13][N:12]([CH:22]([CH3:24])[CH3:23])[CH2:11]3)[CH:6]=[CH:7][C:8]=1[Cl:9], predict the reactants needed to synthesize it. The reactants are: Cl.[Cl:2][C:3]1[CH:4]=[C:5]([C:10]23[CH2:15][CH:14]2[CH2:13][NH:12][CH2:11]3)[CH:6]=[CH:7][C:8]=1[Cl:9].ICC.CCN(C(C)C)[CH:22]([CH3:24])[CH3:23].